This data is from Forward reaction prediction with 1.9M reactions from USPTO patents (1976-2016). The task is: Predict the product of the given reaction. (1) Given the reactants [Br:1][C:2]1[CH:7]=[C:6]([F:8])[CH:5]=[CH:4][C:3]=1[S:9](Cl)(=[O:11])=[O:10].[NH2:13][C:14]1[C:23]([C:24]([O:26][CH3:27])=[O:25])=[C:22]2[C:17]([C:18]3[CH:30]=[CH:29][O:28][C:19]=3[CH:20]=[N:21]2)=[CH:16][CH:15]=1, predict the reaction product. The product is: [Br:1][C:2]1[CH:7]=[C:6]([F:8])[CH:5]=[CH:4][C:3]=1[S:9]([NH:13][C:14]1[C:23]([C:24]([O:26][CH3:27])=[O:25])=[C:22]2[C:17]([C:18]3[CH:30]=[CH:29][O:28][C:19]=3[CH:20]=[N:21]2)=[CH:16][CH:15]=1)(=[O:11])=[O:10]. (2) Given the reactants FC(F)(F)C(O)=O.[CH3:8][O:9][C:10]1[C:15]([CH3:16])=[CH:14][N:13]=[C:12]([CH2:17][N:18]2[C:28]3[C:29]4[C:20]([CH2:21][CH2:22][S:23][C:24]=4[N:25]=[C:26]([N:30](C(OC(C)(C)C)=O)C(OC(C)(C)C)=O)[N:27]=3)=[N:19]2)[C:11]=1[CH3:45].NC1N=C(Cl)C(C(O)CC=C)=C(Cl)N=1, predict the reaction product. The product is: [CH3:8][O:9][C:10]1[C:15]([CH3:16])=[CH:14][N:13]=[C:12]([CH2:17][N:18]2[C:28]3[C:29]4[C:20]([CH2:21][CH2:22][S:23][C:24]=4[N:25]=[C:26]([NH2:30])[N:27]=3)=[N:19]2)[C:11]=1[CH3:45]. (3) Given the reactants CCCP1(OP(CCC)(=O)OP(CCC)(=O)O1)=O.[C:19]([NH:23][C:24](=[O:39])[C:25]1[CH:30]=[CH:29][CH:28]=[C:27]([CH2:31][N:32]2[CH2:37][CH2:36][NH:35][CH2:34][C@H:33]2[CH3:38])[CH:26]=1)([CH3:22])([CH3:21])[CH3:20].[NH2:40][C:41]1[CH:49]=[CH:48][C:44]([C:45](O)=[O:46])=[CH:43][C:42]=1[F:50].C(N(CC)CC)C, predict the reaction product. The product is: [NH2:40][C:41]1[CH:49]=[CH:48][C:44]([C:45]([N:35]2[CH2:36][CH2:37][N:32]([CH2:31][C:27]3[CH:26]=[C:25]([CH:30]=[CH:29][CH:28]=3)[C:24]([NH:23][C:19]([CH3:22])([CH3:20])[CH3:21])=[O:39])[C@H:33]([CH3:38])[CH2:34]2)=[O:46])=[CH:43][C:42]=1[F:50]. (4) The product is: [F:1][C:2]1[CH:11]=[C:10]2[C:5]([C:6]([O:16][CH3:19])=[CH:7][C:8](=[O:15])[N:9]2[CH2:12][CH:13]=[CH2:14])=[CH:4][CH:3]=1. Given the reactants [F:1][C:2]1[CH:11]=[C:10]2[C:5]([C:6]([OH:16])=[CH:7][C:8](=[O:15])[N:9]2[CH2:12][CH:13]=[CH2:14])=[CH:4][CH:3]=1.[H-].[Na+].[CH3:19]I, predict the reaction product. (5) Given the reactants [CH:1]([NH2:3])=[O:2].[CH:4](=O)[CH3:5].C[Si](Cl)(C)C.[C:12]1([CH3:22])[CH:17]=[CH:16][C:15]([S:18](O)(=[O:20])=[O:19])=[CH:14][CH:13]=1.C(OC(C)(C)C)(C)(C)C, predict the reaction product. The product is: [CH3:22][C:12]1[CH:17]=[CH:16][C:15]([S:18]([CH:4]([NH:3][CH:1]=[O:2])[CH3:5])(=[O:20])=[O:19])=[CH:14][CH:13]=1. (6) Given the reactants [N:1]1([C:7]2[CH:16]=[CH:15][CH:14]=[C:13]3[C:8]=2[C:9]([NH2:18])=[N:10][C:11]([NH2:17])=[N:12]3)[CH2:6][CH2:5][NH:4][CH2:3][CH2:2]1.[Cl:19][C:20]1[CH:21]=[C:22]([CH:26]=[CH:27][C:28]=1[Cl:29])[C:23](Cl)=[O:24], predict the reaction product. The product is: [NH2:17][C:11]1[N:10]=[C:9]([NH2:18])[C:8]2[C:13](=[CH:14][CH:15]=[CH:16][C:7]=2[N:1]2[CH2:6][CH2:5][N:4]([C:23]([C:22]3[CH:26]=[CH:27][C:28]([Cl:29])=[C:20]([Cl:19])[CH:21]=3)=[O:24])[CH2:3][CH2:2]2)[N:12]=1. (7) Given the reactants [CH3:1][CH:2]([O:4][C:5]1[CH:6]=[C:7]([CH:11]=[C:12]([O:14][CH2:15][C:16]2[CH:21]=[CH:20][CH:19]=[CH:18][CH:17]=2)[CH:13]=1)[C:8]([OH:10])=O)[CH3:3].C(Cl)(=O)C(Cl)=O.[NH2:28][C:29]1[S:33][N:32]=[C:31]([CH3:34])[N:30]=1.C(N(CC)CC)C, predict the reaction product. The product is: [CH3:3][CH:2]([O:4][C:5]1[CH:6]=[C:7]([CH:11]=[C:12]([O:14][CH2:15][C:16]2[CH:21]=[CH:20][CH:19]=[CH:18][CH:17]=2)[CH:13]=1)[C:8]([NH:28][C:29]1[S:33][N:32]=[C:31]([CH3:34])[N:30]=1)=[O:10])[CH3:1]. (8) The product is: [CH2:23]([N:1]([CH2:12][C:9]1[CH:10]=[CH:11][CH:6]=[CH:7][CH:8]=1)[C@@H:2]([C@@H:20]([OH:22])[CH3:21])[C:3]([NH:5][C:6]1[CH:11]=[CH:10][C:9]([CH2:12][CH2:13][CH2:14][CH2:15][CH2:16][CH2:17][CH2:18][CH3:19])=[CH:8][CH:7]=1)=[O:4])[C:24]1[CH:29]=[CH:28][CH:27]=[CH:26][CH:25]=1. Given the reactants [NH2:1][C@@H:2]([C@@H:20]([OH:22])[CH3:21])[C:3]([NH:5][C:6]1[CH:11]=[CH:10][C:9]([CH2:12][CH2:13][CH2:14][CH2:15][CH2:16][CH2:17][CH2:18][CH3:19])=[CH:8][CH:7]=1)=[O:4].[CH:23](=O)[C:24]1[CH:29]=[CH:28][CH:27]=[CH:26][CH:25]=1, predict the reaction product.